Dataset: Forward reaction prediction with 1.9M reactions from USPTO patents (1976-2016). Task: Predict the product of the given reaction. (1) Given the reactants FC(F)(F)C(O)=O.[CH3:8][O:9][C:10]([C@H:12]1[CH2:17][NH:16][CH2:15][CH2:14][N:13]1[CH2:18][C:19]1[CH:24]=[CH:23][C:22]([Cl:25])=[CH:21][CH:20]=1)=[O:11].[C:26]([O:30][C:31]([NH:33][C@@H:34]([CH:38]([CH3:40])[CH3:39])[C:35](O)=[O:36])=[O:32])([CH3:29])([CH3:28])[CH3:27].CCN(C(C)C)C(C)C.CN(C(ON1N=NC2C=CC=CC1=2)=[N+](C)C)C.F[P-](F)(F)(F)(F)F, predict the reaction product. The product is: [CH3:8][O:9][C:10]([C@H:12]1[CH2:17][N:16]([C:35](=[O:36])[C@@H:34]([NH:33][C:31]([O:30][C:26]([CH3:27])([CH3:29])[CH3:28])=[O:32])[CH:38]([CH3:40])[CH3:39])[CH2:15][CH2:14][N:13]1[CH2:18][C:19]1[CH:24]=[CH:23][C:22]([Cl:25])=[CH:21][CH:20]=1)=[O:11]. (2) Given the reactants [Br:1][C:2]1[CH:3]=[C:4]2[NH:12][N:11]=[CH:10][C:5]2=[N:6][C:7]=1[CH:8]=[CH2:9].[H-].[Na+].[CH3:15][Si:16]([CH2:19][CH2:20][O:21][CH2:22]Cl)([CH3:18])[CH3:17], predict the reaction product. The product is: [Br:1][C:2]1[CH:3]=[C:4]2[N:12]([CH2:22][O:21][CH2:20][CH2:19][Si:16]([CH3:18])([CH3:17])[CH3:15])[N:11]=[CH:10][C:5]2=[N:6][C:7]=1[CH:8]=[CH2:9].